Dataset: Full USPTO retrosynthesis dataset with 1.9M reactions from patents (1976-2016). Task: Predict the reactants needed to synthesize the given product. (1) Given the product [CH3:1][C:2]1[CH:3]=[CH:4][C:5]([NH:21][C:22]([C:24]2[CH:29]=[CH:28][C:27]([CH2:30][N:31]3[CH2:32][CH2:33][N:34]([CH3:37])[CH2:35][CH2:36]3)=[CH:26][CH:25]=2)=[O:23])=[CH:6][C:7]=1[NH:8][C:9]1[N:10]=[CH:11][CH:12]=[C:13]([C:15]2[CH:16]=[CH:17][CH:18]=[N:19][CH:20]=2)[N:14]=1.[CH:46]1[C:51](/[CH:52]=[CH:53]/[C:54]([OH:56])=[O:55])=[CH:50][CH:49]=[C:48]([OH:57])[CH:47]=1, predict the reactants needed to synthesize it. The reactants are: [CH3:1][C:2]1[CH:3]=[CH:4][C:5]([NH:21][C:22]([C:24]2[CH:25]=[CH:26][C:27]([CH2:30][N:31]3[CH2:36][CH2:35][N:34]([CH3:37])[CH2:33][CH2:32]3)=[CH:28][CH:29]=2)=[O:23])=[CH:6][C:7]=1[NH:8][C:9]1[N:10]=[CH:11][CH:12]=[C:13]([C:15]2[CH:16]=[CH:17][CH:18]=[N:19][CH:20]=2)[N:14]=1.C1(C)C(C)=CC=CC=1.[CH:46]1[C:51](/[CH:52]=[CH:53]/[C:54]([OH:56])=[O:55])=[CH:50][CH:49]=[C:48]([OH:57])[CH:47]=1. (2) Given the product [F:1][C:2]([F:31])([F:30])[C:3]1[CH:4]=[C:5]([CH:13]([O:15][CH:16]2[CH2:20][CH2:19][CH:18]([C:21]([Cl:35])=[O:22])[CH:17]2[C:24]2[CH:29]=[CH:28][CH:27]=[CH:26][CH:25]=2)[CH3:14])[CH:6]=[C:7]([C:9]([F:12])([F:11])[F:10])[CH:8]=1, predict the reactants needed to synthesize it. The reactants are: [F:1][C:2]([F:31])([F:30])[C:3]1[CH:4]=[C:5]([CH:13]([O:15][CH:16]2[CH2:20][CH2:19][CH:18]([C:21](O)=[O:22])[CH:17]2[C:24]2[CH:29]=[CH:28][CH:27]=[CH:26][CH:25]=2)[CH3:14])[CH:6]=[C:7]([C:9]([F:12])([F:11])[F:10])[CH:8]=1.C(Cl)(=O)C([Cl:35])=O.